From a dataset of Forward reaction prediction with 1.9M reactions from USPTO patents (1976-2016). Predict the product of the given reaction. (1) The product is: [ClH:20].[C:1]([C:5]1[N:10]=[C:9]([N:11]2[CH2:16][CH2:15][N:14]([CH2:17][CH2:18][CH2:19][S:31][C:26]3[N:25]([CH3:24])[C:29]([CH3:30])=[N:28][N:27]=3)[CH2:13][CH2:12]2)[CH:8]=[C:7]([CH2:21][CH2:22][CH3:23])[N:6]=1)([CH3:4])([CH3:3])[CH3:2]. Given the reactants [C:1]([C:5]1[N:10]=[C:9]([N:11]2[CH2:16][CH2:15][N:14]([CH2:17][CH2:18][CH2:19][Cl:20])[CH2:13][CH2:12]2)[CH:8]=[C:7]([CH2:21][CH2:22][CH3:23])[N:6]=1)([CH3:4])([CH3:3])[CH3:2].[CH3:24][N:25]1[C:29]([CH3:30])=[N:28][N:27]=[C:26]1[SH:31], predict the reaction product. (2) Given the reactants [C:1]([CH:5]1[CH2:9][CH2:8][N:7]([C:10]2[N:15]=[C:14]([NH:16][C:17]3[C:18]4[N:19]([CH:24]=[CH:25][N:26]=4)[N:20]=[C:21](Cl)[CH:22]=3)[CH:13]=[CH:12][CH:11]=2)[CH2:6]1)([CH3:4])([CH3:3])[CH3:2].CC1(C)C(C)(C)OB([C:35]2[CH:36]=[C:37]([CH:42]=[CH:43][CH:44]=2)[C:38]([O:40][CH3:41])=[O:39])O1.CC(C1C=C(C(C)C)C(C2C=CC=CC=2P(C2CCCCC2)C2CCCCC2)=C(C(C)C)C=1)C.C([O-])([O-])=O.[Na+].[Na+], predict the reaction product. The product is: [C:1]([CH:5]1[CH2:9][CH2:8][N:7]([C:10]2[N:15]=[C:14]([NH:16][C:17]3[C:18]4[N:19]([CH:24]=[CH:25][N:26]=4)[N:20]=[C:21]([C:35]4[CH:36]=[C:37]([CH:42]=[CH:43][CH:44]=4)[C:38]([O:40][CH3:41])=[O:39])[CH:22]=3)[CH:13]=[CH:12][CH:11]=2)[CH2:6]1)([CH3:4])([CH3:3])[CH3:2]. (3) Given the reactants [CH2:1]([C:3]1[C:12]([CH3:13])=[C:11]([O:14]C(C2CC2)=O)[C:10]2[C:5](=[CH:6][CH:7]=[C:8]([F:21])[C:9]=2[F:20])[N:4]=1)[CH3:2].[OH-].[Na+].Cl, predict the reaction product. The product is: [CH2:1]([C:3]1[C:12]([CH3:13])=[C:11]([OH:14])[C:10]2[C:5](=[CH:6][CH:7]=[C:8]([F:21])[C:9]=2[F:20])[N:4]=1)[CH3:2].